Dataset: Full USPTO retrosynthesis dataset with 1.9M reactions from patents (1976-2016). Task: Predict the reactants needed to synthesize the given product. (1) Given the product [F:1][C:2]1[CH:36]=[N:35][C:5]2[N:6]([C:28]3[CH:29]=[C:30]([C:42]4[CH:43]=[CH:44][C:39]([CH:37]=[O:38])=[CH:40][CH:41]=4)[CH:31]=[CH:32][CH:33]=3)[C:7](=[O:27])[N:8]([C@@H:11]3[CH2:16][CH2:15][C@H:14]([NH:17][C:18]([C:20]4[CH:24]=[C:23]([CH3:25])[N:22]([CH3:26])[N:21]=4)=[O:19])[CH2:13][CH2:12]3)[C:9](=[O:10])[C:4]=2[CH:3]=1, predict the reactants needed to synthesize it. The reactants are: [F:1][C:2]1[CH:36]=[N:35][C:5]2[N:6]([C:28]3[CH:33]=[CH:32][CH:31]=[C:30](I)[CH:29]=3)[C:7](=[O:27])[N:8]([C@@H:11]3[CH2:16][CH2:15][C@H:14]([NH:17][C:18]([C:20]4[CH:24]=[C:23]([CH3:25])[N:22]([CH3:26])[N:21]=4)=[O:19])[CH2:13][CH2:12]3)[C:9](=[O:10])[C:4]=2[CH:3]=1.[CH:37]([C:39]1[CH:44]=[CH:43][C:42](B(O)O)=[CH:41][CH:40]=1)=[O:38]. (2) Given the product [CH:1]1([O:6][C:7](=[O:41])[C@@H:8]([N:46]([CH2:45][CH3:49])[CH2:42][CH3:43])[CH2:9][CH2:10][O:11][C:12]2[CH:21]=[C:20]3[C:15]([C:16]([O:22][C:23]4[CH:28]=[CH:27][C:26]([NH:29][C:30](=[O:37])[C:31]5[CH:36]=[CH:35][CH:34]=[CH:33][CH:32]=5)=[CH:25][CH:24]=4)=[CH:17][CH:18]=[N:19]3)=[CH:14][C:13]=2[O:38][CH3:39])[CH2:2][CH2:3][CH2:4][CH2:5]1, predict the reactants needed to synthesize it. The reactants are: [CH:1]1([O:6][C:7](=[O:41])[C@@H:8](N)[CH2:9][CH2:10][O:11][C:12]2[CH:21]=[C:20]3[C:15]([C:16]([O:22][C:23]4[CH:28]=[CH:27][C:26]([NH:29][C:30](=[O:37])[C:31]5[CH:36]=[CH:35][CH:34]=[CH:33][CH:32]=5)=[CH:25][CH:24]=4)=[CH:17][CH:18]=[N:19]3)=[CH:14][C:13]=2[O:38][CH3:39])[CH2:5][CH2:4][CH2:3][CH2:2]1.[CH:42](=O)[CH3:43].[C:45]([BH3-])#[N:46].[Na+].[CH3:49]O. (3) Given the product [Cl:1][C:2]1[C:7]([NH2:13])=[CH:6][CH:5]=[C:4]([O:9][CH3:10])[N:3]=1, predict the reactants needed to synthesize it. The reactants are: [Cl:1][C:2]1[C:7](Cl)=[CH:6][CH:5]=[C:4]([O:9][CH3:10])[N:3]=1.C[C@@H]1CNCC[NH:13]1.C([O-])([O-])=O.[Na+].[Na+]. (4) Given the product [CH2:2]([O:4][C:5](=[O:6])[CH2:7][CH2:8][CH:9]=[C:34]1[CH2:35][CH2:36][O:31][CH2:32][CH2:33]1)[CH3:3], predict the reactants needed to synthesize it. The reactants are: [Br-].[CH2:2]([O:4][C:5]([CH2:7][CH2:8][CH2:9][P+](C1C=CC=CC=1)(C1C=CC=CC=1)C1C=CC=CC=1)=[O:6])[CH3:3].[H-].[Na+].[O:31]1[CH2:36][CH2:35][C:34](=O)[CH2:33][CH2:32]1. (5) Given the product [CH3:8][O:9][CH2:10][C@@H:11]([O:13][C:14]1[CH:15]=[C:16]([CH:32]=[C:33]([O:35][C:36]2[CH:41]=[CH:40][C:39]([S:42]([CH3:45])(=[O:44])=[O:43])=[CH:38][CH:37]=2)[CH:34]=1)[C:17]([NH:19][C:20]1[CH:24]=[CH:23][NH:22][N:21]=1)=[O:18])[CH3:12], predict the reactants needed to synthesize it. The reactants are: FC(F)(F)C(O)=O.[CH3:8][O:9][CH2:10][C@@H:11]([O:13][C:14]1[CH:15]=[C:16]([CH:32]=[C:33]([O:35][C:36]2[CH:41]=[CH:40][C:39]([S:42]([CH3:45])(=[O:44])=[O:43])=[CH:38][CH:37]=2)[CH:34]=1)[C:17]([NH:19][C:20]1[CH:24]=[CH:23][N:22](C(OC(C)(C)C)=O)[N:21]=1)=[O:18])[CH3:12]. (6) Given the product [OH:2][C:3]1[C:21]([C:22]([F:25])([F:24])[F:23])=[CH:20][C:6]([C:7]([N:9]2[C:13]3[CH:14]=[CH:15][CH:16]=[CH:17][C:12]=3[S:11](=[O:19])(=[O:18])[CH2:10]2)=[O:8])=[CH:5][C:4]=1[C:26]([N:28]1[CH2:29][CH2:30][CH2:31][CH2:32]1)=[O:27], predict the reactants needed to synthesize it. The reactants are: C[O:2][C:3]1[C:21]([C:22]([F:25])([F:24])[F:23])=[CH:20][C:6]([C:7]([N:9]2[C:13]3[CH:14]=[CH:15][CH:16]=[CH:17][C:12]=3[S:11](=[O:19])(=[O:18])[CH2:10]2)=[O:8])=[CH:5][C:4]=1[C:26]([N:28]1[CH2:32][CH2:31][CH2:30][CH2:29]1)=[O:27].[Cl-].[Li+].Cl.